From a dataset of Experimentally validated miRNA-target interactions with 360,000+ pairs, plus equal number of negative samples. Binary Classification. Given a miRNA mature sequence and a target amino acid sequence, predict their likelihood of interaction. (1) The miRNA is hsa-miR-636 with sequence UGUGCUUGCUCGUCCCGCCCGCA. The protein sequence of the target gene is MREYKLVVLGSGGVGKSALTVQFVQGIFVEKYDPTIEDSYRKQVEVDCQQCMLEILDTAGTEQFTAMRDLYMKNGQGFALVYSITAQSTFNDLQDLREQILRVKDTEDVPMILVGNKCDLEDERVVGKEQGQNLARQWCNCAFLESSAKSKINVNEIFYDLVRQINRKTPVEKKKPKKKSCLLL. Result: 1 (interaction). (2) The miRNA is hsa-miR-1827 with sequence UGAGGCAGUAGAUUGAAU. The protein sequence of the target gene is MPKVVSRSVVCSDTRDREEYDDGEKPLHVYYCLCGQMVLVLDCQLEKLPMRPRDRSRVIDAAKHAHKFCNTEDEETMYLRRPEGIERQYRKKCAKCGLPLFYQSQPKNAPVTFIVDGAVVKFGQGFGKTNIYTQKQEPPKKVMMTKRTKDMGKFSSVTVSTIDEEEEEIEAREVADSYAQNAKVIEKQLERKGMSKRRLQELAELEAKKAKMKGTLIDNQFK. Result: 1 (interaction). (3) The miRNA is hsa-miR-4256 with sequence AUCUGACCUGAUGAAGGU. The protein sequence of the target gene is MNILMLTFIICGLLTRVTKGSFEPQKCWKNNVGHCRRRCLDTERYILLCRNKLSCCISIISHEYTRRPAFPVIHLEDITLDYSDVDSFTGSPVSMLNDLITFDTTKFGETMTPETNTPETTMPPSEATTPETTMPPSETATSETMPPPSQTALTHN. Result: 0 (no interaction). (4) The miRNA is hsa-miR-33b-3p with sequence CAGUGCCUCGGCAGUGCAGCCC. The protein sequence of the target gene is MASSAREHLLFVRRRNPQMRYTLSPENLQSLAAQSSMPENMTLQRANSDTDLVTSESRSSLTASMYEYTLGQAQNLIIFWDIKEEVDPSDWIGLYHIDENSPANFWDSKNRGVTGTQKGQIVWRIEPGPYFMEPEIKICFKYYHGISGALRATTPCITVKNPAVMMGAEGMEGGASGNLHSRKLVSFTLSDLRAVGLKKGMFFNPDPYLKMSIQPGKKSSFPTCAHHGQERRSTIISNTTNPIWHREKYSFFALLTDVLEIEIKDKFAKSRPIIKRFLGKLTIPVQRLLERQAIGDQMLS.... Result: 0 (no interaction).